This data is from Forward reaction prediction with 1.9M reactions from USPTO patents (1976-2016). The task is: Predict the product of the given reaction. (1) Given the reactants [F:1][C:2]1[CH:7]=[C:6]([N+:8]([O-])=O)[C:5]([F:11])=[CH:4][C:3]=1[C:12]1[O:16][CH:15]=[N:14][CH:13]=1, predict the reaction product. The product is: [F:11][C:5]1[CH:4]=[C:3]([C:12]2[O:16][CH:15]=[N:14][CH:13]=2)[C:2]([F:1])=[CH:7][C:6]=1[NH2:8]. (2) The product is: [CH3:1][S:2]([O:18][C@@H:15]1[CH2:16][CH2:17][C@H:13]([NH:12][C:11]([O:10][C:6]([CH3:9])([CH3:7])[CH3:8])=[O:19])[CH2:14]1)(=[O:4])=[O:3]. Given the reactants [CH3:1][S:2](Cl)(=[O:4])=[O:3].[C:6]([O:10][C:11](=[O:19])[NH:12][C@H:13]1[CH2:17][CH2:16][C@@H:15]([OH:18])[CH2:14]1)([CH3:9])([CH3:8])[CH3:7].N1C(C)=CC=CC=1C, predict the reaction product. (3) Given the reactants Br[CH2:2][C:3]1[CH:12]=[CH:11][C:10]2[C:5](=[CH:6][CH:7]=[CH:8][CH:9]=2)[CH:4]=1.[OH:13][C:14]1[CH:15]=[CH:16][CH:17]=[C:18]2[C:23]=1[N:22]=[CH:21][CH:20]=[CH:19]2.C([O-])([O-])=O.[K+].[K+], predict the reaction product. The product is: [CH:4]1[C:5]2[C:10](=[CH:9][CH:8]=[CH:7][CH:6]=2)[CH:11]=[CH:12][C:3]=1[CH2:2][O:13][C:14]1[CH:15]=[CH:16][CH:17]=[C:18]2[C:23]=1[N:22]=[CH:21][CH:20]=[CH:19]2.